Dataset: Reaction yield outcomes from USPTO patents with 853,638 reactions. Task: Predict the reaction yield, written as a fraction of the theoretical maximum amount of product (1.0 means a 100% yield; for example, 0.34 means a 34% yield). (1) The product is [Br:22][C:17]1[CH:16]=[C:15]2[C:20](=[CH:19][CH:18]=1)[N:12]([CH2:11][CH2:10][N:5]1[CH2:9][CH2:8][CH2:7][CH2:6]1)[N:13]=[CH:14]2. The yield is 0.250. The catalyst is O. The reactants are N([O-])=O.[Na+].[N:5]1([CH2:10][CH2:11][N:12]2[C:20]3[C:15](=[CH:16][C:17](N)=[CH:18][CH:19]=3)[CH:14]=[N:13]2)[CH2:9][CH2:8][CH2:7][CH2:6]1.[BrH:22]. (2) The reactants are [Cl:1][C:2]1[CH:21]=[CH:20][C:5]([CH2:6][C:7]2([NH:17][CH:18]=[O:19])[CH2:10][CH:9]([C:11](=O)[CH2:12][CH2:13][CH:14]=[CH2:15])[CH2:8]2)=[CH:4][CH:3]=1.[C:22]([O-:25])(=O)[CH3:23].[NH4+:26].[C:27]([N+:31]#[C-])([CH3:30])([CH3:29])[CH3:28].FC(F)(F)[CH2:35][OH:36]. The catalyst is C(OCC)(=O)C. The product is [C:22]([NH:26][C:11]([CH:9]1[CH2:10][C:7]([CH2:6][C:5]2[CH:20]=[CH:21][C:2]([Cl:1])=[CH:3][CH:4]=2)([NH:17][CH:18]=[O:19])[CH2:8]1)([CH2:12][CH2:13][CH:14]=[CH2:15])[C:35]([NH:31][C:27]([CH3:30])([CH3:29])[CH3:28])=[O:36])(=[O:25])[CH3:23]. The yield is 0.450. (3) The catalyst is C1COCC1. The product is [C:54]([O:53][C:51](=[O:50])[N:16]([CH2:15][CH2:14][CH2:13][N:12]([C:31]([O:33][C:34]([CH3:36])([CH3:37])[CH3:35])=[O:32])[CH2:11][CH2:10][CH2:9][CH2:8][N:7]([C:6]([O:5][C:1]([CH3:2])([CH3:3])[CH3:4])=[O:49])[CH2:38][CH2:39][CH2:40][NH:41][C:42]([O:44][C:45]([CH3:48])([CH3:47])[CH3:46])=[O:43])[CH2:17][CH2:18][CH2:19][N:20]1[C:21](=[O:30])[C:22]2[C:27](=[CH:26][CH:25]=[CH:24][CH:23]=2)[C:28]1=[O:29])([CH3:57])([CH3:56])[CH3:55]. The reactants are [C:1]([O:5][C:6](=[O:49])[N:7]([CH2:38][CH2:39][CH2:40][NH:41][C:42]([O:44][C:45]([CH3:48])([CH3:47])[CH3:46])=[O:43])[CH2:8][CH2:9][CH2:10][CH2:11][N:12]([C:31]([O:33][C:34]([CH3:37])([CH3:36])[CH3:35])=[O:32])[CH2:13][CH2:14][CH2:15][NH:16][CH2:17][CH2:18][CH2:19][N:20]1[C:28](=[O:29])[C:27]2[C:22](=[CH:23][CH:24]=[CH:25][CH:26]=2)[C:21]1=[O:30])([CH3:4])([CH3:3])[CH3:2].[O:50](C(OC(C)(C)C)=O)[C:51]([O:53][C:54]([CH3:57])([CH3:56])[CH3:55])=O.O. The yield is 0.560. (4) The product is [F:1][C:2]1[CH:7]=[CH:6][CH:5]=[C:4]([F:8])[C:3]=1[N:9]1[C:14]2[N:15]=[C:16]([NH:28][CH2:29][CH2:30][N:31]([CH3:32])[CH3:33])[N:17]=[C:18]([C:19]3[CH:20]=[C:21]([CH:25]=[CH:26][CH:27]=3)[C:22]([NH:35][C:36]3[CH:41]=[CH:40][CH:39]=[CH:38][CH:37]=3)=[O:23])[C:13]=2[CH2:12][NH:11][C:10]1=[O:34]. The catalyst is C(Cl)Cl.O. The reactants are [F:1][C:2]1[CH:7]=[CH:6][CH:5]=[C:4]([F:8])[C:3]=1[N:9]1[C:14]2[N:15]=[C:16]([NH:28][CH2:29][CH2:30][N:31]([CH3:33])[CH3:32])[N:17]=[C:18]([C:19]3[CH:20]=[C:21]([CH:25]=[CH:26][CH:27]=3)[C:22](O)=[O:23])[C:13]=2[CH2:12][NH:11][C:10]1=[O:34].[NH2:35][C:36]1[CH:41]=[CH:40][CH:39]=[CH:38][CH:37]=1.CN(C(ON1N=NC2C=CC=NC1=2)=[N+](C)C)C.F[P-](F)(F)(F)(F)F.C(N(C(C)C)CC)(C)C. The yield is 0.560. (5) The reactants are [CH3:1][O:2][C:3]1[CH:8]=[CH:7][C:6]([C:9]([CH:11]2[CH2:16][CH2:15][NH:14][CH2:13][CH2:12]2)=[O:10])=[CH:5][CH:4]=1.C(N(CC)CC)C.Br[CH2:25][C:26]([O:28][CH2:29][CH3:30])=[O:27]. The catalyst is C(#N)C.C([O-])(O)=O.[Na+]. The product is [CH2:29]([O:28][C:26](=[O:27])[CH2:25][N:14]1[CH2:15][CH2:16][CH:11]([C:9](=[O:10])[C:6]2[CH:5]=[CH:4][C:3]([O:2][CH3:1])=[CH:8][CH:7]=2)[CH2:12][CH2:13]1)[CH3:30]. The yield is 0.490. (6) The reactants are [CH3:1][O:2][C:3]1[CH:4]=[C:5]([O:23][C:24]2[CH:29]=[CH:28][C:27]([S:30]([CH3:33])(=[O:32])=[O:31])=[CH:26][CH:25]=2)[CH:6]=[C:7]2[C:11]=1[NH:10][C:9]([C:12]1[S:13][CH:14]([CH2:17][C:18]([O:20]CC)=[O:19])[CH2:15][N:16]=1)=[CH:8]2.O1CCCC1.CO.[OH-].[K+]. The catalyst is O. The product is [CH3:1][O:2][C:3]1[CH:4]=[C:5]([O:23][C:24]2[CH:29]=[CH:28][C:27]([S:30]([CH3:33])(=[O:32])=[O:31])=[CH:26][CH:25]=2)[CH:6]=[C:7]2[C:11]=1[NH:10][C:9]([C:12]1[S:13][CH:14]([CH2:17][C:18]([OH:20])=[O:19])[CH2:15][N:16]=1)=[CH:8]2. The yield is 0.860. (7) The reactants are [CH3:1][C:2]1([CH3:11])[CH2:7][O:6][CH2:5][CH2:4][N:3]1[CH2:8][CH2:9]O.C(Br)(Br)(Br)[Br:13].C1C=CC(P(C2C=CC=CC=2)C2C=CC=CC=2)=CC=1. The catalyst is C1COCC1. The product is [Br:13][CH2:9][CH2:8][N:3]1[CH2:4][CH2:5][O:6][CH2:7][C:2]1([CH3:11])[CH3:1]. The yield is 0.540.